Dataset: Peptide-MHC class I binding affinity with 185,985 pairs from IEDB/IMGT. Task: Regression. Given a peptide amino acid sequence and an MHC pseudo amino acid sequence, predict their binding affinity value. This is MHC class I binding data. The peptide sequence is DRFYKTLRA. The MHC is HLA-A68:01 with pseudo-sequence HLA-A68:01. The binding affinity (normalized) is 0.